From a dataset of Reaction yield outcomes from USPTO patents with 853,638 reactions. Predict the reaction yield, written as a fraction of the theoretical maximum amount of product (1.0 means a 100% yield; for example, 0.34 means a 34% yield). The reactants are [N:1]1([CH2:5][C:6]2[N:10]([CH3:11])[N:9]=[C:8]([N+:12]([O-])=O)[CH:7]=2)[CH2:4][CH2:3][CH2:2]1. The catalyst is C(O)C.[Pd]. The product is [N:1]1([CH2:5][C:6]2[N:10]([CH3:11])[N:9]=[C:8]([NH2:12])[CH:7]=2)[CH2:4][CH2:3][CH2:2]1. The yield is 0.990.